From a dataset of NCI-60 drug combinations with 297,098 pairs across 59 cell lines. Regression. Given two drug SMILES strings and cell line genomic features, predict the synergy score measuring deviation from expected non-interaction effect. (1) Drug 1: C1=NC2=C(N1)C(=S)N=C(N2)N. Drug 2: CC1=C(C(=O)C2=C(C1=O)N3CC4C(C3(C2COC(=O)N)OC)N4)N. Cell line: ACHN. Synergy scores: CSS=61.7, Synergy_ZIP=-1.86, Synergy_Bliss=-1.19, Synergy_Loewe=-0.912, Synergy_HSA=3.30. (2) Drug 1: C1=NC2=C(N=C(N=C2N1C3C(C(C(O3)CO)O)F)Cl)N. Drug 2: CC(C)CN1C=NC2=C1C3=CC=CC=C3N=C2N. Cell line: A549. Synergy scores: CSS=37.8, Synergy_ZIP=8.74, Synergy_Bliss=11.5, Synergy_Loewe=6.84, Synergy_HSA=10.6.